This data is from Forward reaction prediction with 1.9M reactions from USPTO patents (1976-2016). The task is: Predict the product of the given reaction. (1) Given the reactants C([O:8][C@H:9]1[CH2:14][CH2:13][CH2:12][CH2:11][C@@H:10]1[NH:15][C:16]([C:18]1[N:19]=[C:20]([C:31]2[CH:36]=[CH:35][CH:34]=[CH:33][C:32]=2[Cl:37])[N:21]([C:24]2[CH:29]=[CH:28][C:27]([Cl:30])=[CH:26][CH:25]=2)[C:22]=1[Br:23])=[O:17])C1C=CC=CC=1.I[Si](C)(C)C, predict the reaction product. The product is: [Br:23][C:22]1[N:21]([C:24]2[CH:25]=[CH:26][C:27]([Cl:30])=[CH:28][CH:29]=2)[C:20]([C:31]2[CH:36]=[CH:35][CH:34]=[CH:33][C:32]=2[Cl:37])=[N:19][C:18]=1[C:16]([NH:15][C@H:10]1[CH2:11][CH2:12][CH2:13][CH2:14][C@@H:9]1[OH:8])=[O:17]. (2) Given the reactants [CH2:1]([O:8][CH2:9][C@H:10]1[C@H:14]([O:15][Si:16]([C:29]([CH3:32])([CH3:31])[CH3:30])([C:23]2[CH:28]=[CH:27][CH:26]=[CH:25][CH:24]=2)[C:17]2[CH:22]=[CH:21][CH:20]=[CH:19][CH:18]=2)[CH2:13][CH:12]([C:33](=[CH:36][O:37][CH2:38][C:39]#[N:40])[C:34]#[N:35])[CH2:11]1)[C:2]1[CH:7]=[CH:6][CH:5]=[CH:4][CH:3]=1.C([N-]C(C)C)(C)C.[Li+].O, predict the reaction product. The product is: [NH2:35][C:34]1[C:33]([CH:12]2[CH2:13][C@@H:14]([O:15][Si:16]([C:29]([CH3:30])([CH3:31])[CH3:32])([C:17]3[CH:18]=[CH:19][CH:20]=[CH:21][CH:22]=3)[C:23]3[CH:28]=[CH:27][CH:26]=[CH:25][CH:24]=3)[C@H:10]([CH2:9][O:8][CH2:1][C:2]3[CH:7]=[CH:6][CH:5]=[CH:4][CH:3]=3)[CH2:11]2)=[CH:36][O:37][C:38]=1[C:39]#[N:40]. (3) Given the reactants CC(C)([O-])C.[K+].C[O:8][C:9]1[CH2:13][CH2:12][C:11](=[O:14])[C:10]=1[C:15]1[C:20]([CH3:21])=[CH:19][C:18]([CH3:22])=[CH:17][C:16]=1[CH3:23].[CH3:24][C:25]1[CH:29]=[CH:28][S:27][C:26]=1[CH:30]=O.Cl, predict the reaction product. The product is: [CH3:24][C:25]1[CH:29]=[CH:28][S:27][C:26]=1/[CH:30]=[C:12]1/[C:11](=[O:14])[CH:10]([C:15]2[C:20]([CH3:21])=[CH:19][C:18]([CH3:22])=[CH:17][C:16]=2[CH3:23])[C:9](=[O:8])[CH2:13]/1. (4) The product is: [ClH:46].[C:1]([N:4]1[C@@H:10]([CH3:11])[C@H:9]([NH:12][C:13](=[O:25])[C@@H:14]([NH:16][CH3:17])[CH3:15])[C:8](=[O:26])[N:7]([CH2:27][C:28]2[C:37]3[C:32](=[CH:33][CH:34]=[CH:35][CH:36]=3)[CH:31]=[CH:30][C:29]=2[O:38][CH3:39])[C:6]2[CH:40]=[CH:41][C:42]([C:44]#[N:45])=[CH:43][C:5]1=2)(=[O:3])[CH3:2]. Given the reactants [C:1]([N:4]1[C@@H:10]([CH3:11])[C@H:9]([NH:12][C:13](=[O:25])[C@@H:14]([N:16](C)[C:17](=O)OC(C)(C)C)[CH3:15])[C:8](=[O:26])[N:7]([CH2:27][C:28]2[C:37]3[C:32](=[CH:33][CH:34]=[CH:35][CH:36]=3)[CH:31]=[CH:30][C:29]=2[O:38][CH3:39])[C:6]2[CH:40]=[CH:41][C:42]([C:44]#[N:45])=[CH:43][C:5]1=2)(=[O:3])[CH3:2].[ClH:46], predict the reaction product. (5) Given the reactants C([O-])(=O)CC(CC([O-])=O)(C([O-])=O)O.[Na+].[Na+].[Na+].C[C@]1(O)[C@@H]2C(=C(O)[C@]3(O)C(=O)C(C(N)=O)=C(O)[C@@H](N(C)C)[C@@H]3C2)C(=O)C2C(O)=CC=CC1=2.C[C@@H]1C[C@@H]([C@H](O)CC2CC(=O)NC(=O)C2)C(=O)[C@@H](C)C1.[CH2:69]([OH:91])[C@H:70]1[O:75][C@@H:74]([O:76][C@H]2[C@H](O)[C@@H](O)[C@H](O)O[C@@H]2CO)[C@H:73]([OH:88])[C@@H:72]([OH:89])[C@@H:71]1[OH:90], predict the reaction product. The product is: [O:76]=[CH:74][C@@H:73]([C@H:72]([C@@H:71]([C@@H:70]([CH2:69][OH:91])[OH:75])[OH:90])[OH:89])[OH:88]. (6) The product is: [OH:14][C:13]1[C:7]([C:4]2[CH:5]=[CH:6][C:1]([CH3:18])=[CH:2][CH:3]=2)=[C:8]([OH:9])[N:25]=[CH:23][N:24]=1. Given the reactants [C:1]1([CH3:18])[CH:6]=[CH:5][C:4]([CH:7]([C:13](OCC)=[O:14])[C:8](OCC)=[O:9])=[CH:3][CH:2]=1.C[O-].[Na+].Cl.[CH:23]([NH2:25])=[NH:24], predict the reaction product. (7) Given the reactants [Cl:1][C:2]1[N:11]=[C:10]([NH:12][CH3:13])[C:9]2[CH:8]=[CH:7][CH2:6][C:5]([C:15]3[CH:20]=[CH:19][CH:18]=[CH:17][CH:16]=3)([OH:14])[C:4]=2[N:3]=1, predict the reaction product. The product is: [Cl:1][C:2]1[N:11]=[C:10]([NH:12][CH3:13])[C:9]2[CH2:8][CH2:7][CH2:6][C:5]([C:15]3[CH:20]=[CH:19][CH:18]=[CH:17][CH:16]=3)([OH:14])[C:4]=2[N:3]=1.